From a dataset of Full USPTO retrosynthesis dataset with 1.9M reactions from patents (1976-2016). Predict the reactants needed to synthesize the given product. (1) Given the product [Br:18][CH:9]([C:3]1[CH:4]=[CH:5][C:6]([F:8])=[CH:7][C:2]=1[F:1])[C:10]([C:12]1[CH:13]=[CH:14][CH:15]=[CH:16][CH:17]=1)=[O:11], predict the reactants needed to synthesize it. The reactants are: [F:1][C:2]1[CH:7]=[C:6]([F:8])[CH:5]=[CH:4][C:3]=1[CH2:9][C:10]([C:12]1[CH:17]=[CH:16][CH:15]=[CH:14][CH:13]=1)=[O:11].[Br:18]Br. (2) Given the product [BrH:7].[Br:7][C:4]1[S:3][C:2](=[NH:1])[N:6]([CH2:11][CH2:10][O:9][CH3:8])[CH:5]=1, predict the reactants needed to synthesize it. The reactants are: [NH2:1][C:2]1[S:3][C:4]([Br:7])=[CH:5][N:6]=1.[CH3:8][O:9][CH2:10][CH2:11]Br. (3) Given the product [C:1]([O:5][C:6](=[O:22])[NH:7][CH2:8][C:9]1[CH:14]=[C:13]([O:15][CH2:39][CH2:38][C@H:37]([CH:34]2[CH2:35][CH2:36][N:31]([C:29]3[O:28][N:27]=[C:26]([CH:23]([CH3:24])[CH3:25])[N:30]=3)[CH2:32][CH2:33]2)[CH3:45])[CH:12]=[CH:11][C:10]=1[N:16]1[CH2:20][CH2:19][CH2:18][C:17]1=[O:21])([CH3:4])([CH3:2])[CH3:3], predict the reactants needed to synthesize it. The reactants are: [C:1]([O:5][C:6](=[O:22])[NH:7][CH2:8][C:9]1[CH:14]=[C:13]([OH:15])[CH:12]=[CH:11][C:10]=1[N:16]1[CH2:20][CH2:19][CH2:18][C:17]1=[O:21])([CH3:4])([CH3:3])[CH3:2].[CH:23]([C:26]1[N:30]=[C:29]([N:31]2[CH2:36][CH2:35][CH:34]([C@H:37]([CH3:45])[CH2:38][CH2:39]OS(C)(=O)=O)[CH2:33][CH2:32]2)[O:28][N:27]=1)([CH3:25])[CH3:24].C([O-])([O-])=O.[K+].[K+]. (4) The reactants are: [Br:1][C:2]1[CH:7]=[CH:6][C:5]([C:8]2[N:9]=[C:10]([N:13]3[C@H:17]([C:18](OC)=[O:19])[CH2:16][O:15][C:14]3=[O:22])[S:11][CH:12]=2)=[CH:4][CH:3]=1.[BH4-].[Li+]. Given the product [Br:1][C:2]1[CH:7]=[CH:6][C:5]([C:8]2[N:9]=[C:10]([N:13]3[C@H:17]([CH2:18][OH:19])[CH2:16][O:15][C:14]3=[O:22])[S:11][CH:12]=2)=[CH:4][CH:3]=1, predict the reactants needed to synthesize it. (5) The reactants are: N#N.[NH:3]1[C:7]2[CH:8]=[CH:9][CH:10]=[CH:11][C:6]=2[N:5]=[C:4]1[C@H:12]([NH2:22])[CH2:13][C:14]1[CH:19]=[CH:18][C:17]([O:20][CH3:21])=[CH:16][CH:15]=1.[C:23](N1C=CN=C1)(N1C=CN=C1)=[O:24].O. Given the product [CH3:21][O:20][C:17]1[CH:18]=[CH:19][C:14]([CH2:13][C@@H:12]2[C:4]3=[N:5][C:6]4[CH:11]=[CH:10][CH:9]=[CH:8][C:7]=4[N:3]3[C:23](=[O:24])[NH:22]2)=[CH:15][CH:16]=1, predict the reactants needed to synthesize it.